Dataset: Forward reaction prediction with 1.9M reactions from USPTO patents (1976-2016). Task: Predict the product of the given reaction. (1) Given the reactants CC(NC1C2C=C(O)C=CC=2C2C(=CC(OC)=C(OC)C=2OC)CC1)=O.CCN=C=NCCCN(C)C.[C:38]([C:41]1[CH:46]=[CH:45][C:44](CCC(O)=O)=[CH:43][CH:42]=1)([OH:40])=[O:39], predict the reaction product. The product is: [C:38]([OH:40])(=[O:39])[C:41]1[CH:46]=[CH:45][CH:44]=[CH:43][CH:42]=1. (2) Given the reactants [CH2:1]([O:8][C:9](=[O:25])[NH:10][C@@H:11]([CH3:24])[CH:12]([O:16][Si:17]([C:20]([CH3:23])([CH3:22])[CH3:21])([CH3:19])[CH3:18])[CH2:13][CH:14]=[CH2:15])[C:2]1[CH:7]=[CH:6][CH:5]=[CH:4][CH:3]=1.B1C2CCCC1CCC2.[OH-:35].[Na+].OO, predict the reaction product. The product is: [CH2:1]([O:8][C:9](=[O:25])[NH:10][C@@H:11]([CH3:24])[CH:12]([O:16][Si:17]([C:20]([CH3:23])([CH3:22])[CH3:21])([CH3:18])[CH3:19])[CH2:13][CH2:14][CH2:15][OH:35])[C:2]1[CH:3]=[CH:4][CH:5]=[CH:6][CH:7]=1. (3) The product is: [ClH:49].[CH3:34][N:32]([CH3:33])[C:31]([C:28]1[CH:29]=[CH:30][C:25]([C:19]2[CH:20]=[CH:21][C:22]([O:23][CH3:24])=[C:17]([CH2:16][N:15]([CH:12]3[CH2:11][CH2:10][CH:9]([NH:7][CH3:6])[CH2:14][CH2:13]3)[C:36]([C:38]3[S:42][C:41]4[C:43]([F:48])=[CH:44][CH:45]=[C:46]([F:47])[C:40]=4[C:39]=3[Cl:49])=[O:37])[CH:18]=2)=[CH:26][CH:27]=1)=[O:35]. Given the reactants C(O[C:6](=O)[N:7]([CH:9]1[CH2:14][CH2:13][CH:12]([N:15]([C:36]([C:38]2[S:42][C:41]3[C:43]([F:48])=[CH:44][CH:45]=[C:46]([F:47])[C:40]=3[C:39]=2[Cl:49])=[O:37])[CH2:16][C:17]2[CH:18]=[C:19]([C:25]3[CH:30]=[CH:29][C:28]([C:31](=[O:35])[N:32]([CH3:34])[CH3:33])=[CH:27][CH:26]=3)[CH:20]=[CH:21][C:22]=2[O:23][CH3:24])[CH2:11][CH2:10]1)C)(C)(C)C.CC(OC)(C)C, predict the reaction product. (4) Given the reactants [C:1]([NH2:5])([CH3:4])([CH3:3])[CH3:2].CCN(CC)CC.Br[CH2:14][C:15]1[CH:24]=[C:23]2[C:18]([C:19](=[O:25])[CH2:20][CH2:21][O:22]2)=[CH:17][C:16]=1[Cl:26], predict the reaction product. The product is: [C:1]([NH:5][CH2:14][C:15]1[CH:24]=[C:23]2[C:18]([C:19](=[O:25])[CH2:20][CH2:21][O:22]2)=[CH:17][C:16]=1[Cl:26])([CH3:4])([CH3:3])[CH3:2].